Dataset: Full USPTO retrosynthesis dataset with 1.9M reactions from patents (1976-2016). Task: Predict the reactants needed to synthesize the given product. The reactants are: C[Si]([N-][Si](C)(C)C)(C)C.[Na+].O1CCCC1.[Br:16][C:17]1[CH:25]=[C:24]([C:26]#[C:27][CH2:28][O:29][CH3:30])[C:20]2[O:21][CH2:22][O:23][C:19]=2[C:18]=1[NH2:31].Cl[C:33]1[C:42]2[C:37](=[CH:38][C:39]([O:45][CH2:46][CH2:47][CH2:48][N:49]3[CH2:54][CH2:53][O:52][CH2:51][CH2:50]3)=[C:40]([O:43][CH3:44])[CH:41]=2)[N:36]=[CH:35][N:34]=1.[Cl-].[NH4+]. Given the product [Br:16][C:17]1[CH:25]=[C:24]([C:26]#[C:27][CH2:28][O:29][CH3:30])[C:20]2[O:21][CH2:22][O:23][C:19]=2[C:18]=1[NH:31][C:33]1[C:42]2[C:37](=[CH:38][C:39]([O:45][CH2:46][CH2:47][CH2:48][N:49]3[CH2:50][CH2:51][O:52][CH2:53][CH2:54]3)=[C:40]([O:43][CH3:44])[CH:41]=2)[N:36]=[CH:35][N:34]=1, predict the reactants needed to synthesize it.